Dataset: Reaction yield outcomes from USPTO patents with 853,638 reactions. Task: Predict the reaction yield, written as a fraction of the theoretical maximum amount of product (1.0 means a 100% yield; for example, 0.34 means a 34% yield). (1) The reactants are [F:1][C:2]1[CH:7]=[CH:6][C:5]([N:8]2[CH:13]=[C:12]([N+:14]([O-:16])=[O:15])[CH:11]=[C:10]([C:17]([OH:19])=O)[C:9]2=[O:20])=[CH:4][CH:3]=1.Cl.Cl.[F:23][C:24]1[CH:25]=[C:26]([NH:51]C(NC(=O)CC2C=CC(F)=CC=2)=S)[CH:27]=[CH:28][C:29]=1[O:30][C:31]1[C:36]2=[C:37]([CH3:50])C(OCCN3CCN(C)CC3)=CN2N=CN=1.CN([P+](ON1N=[N:83][C:78]2[CH:79]=CC=CC1=2)(N(C)C)N(C)C)C.F[P-](F)(F)(F)(F)F.[CH2:92]([N:94](CC)CC)C. The catalyst is CN(C=O)C.O. The product is [NH:94]1[C:92]2=[N:83][CH:78]=[CH:79][C:31]([O:30][C:29]3[CH:28]=[CH:27][C:26]([NH:51][C:17]([C:10]4[C:9](=[O:20])[N:8]([C:5]5[CH:4]=[CH:3][C:2]([F:1])=[CH:7][CH:6]=5)[CH:13]=[C:12]([N+:14]([O-:16])=[O:15])[CH:11]=4)=[O:19])=[CH:25][C:24]=3[F:23])=[C:36]2[CH:37]=[CH:50]1. The yield is 0.760. (2) The reactants are [NH2:1][C:2]1[CH:10]=[C:9]([O:11][CH3:12])[CH:8]=[C:7]([O:13][CH3:14])[C:3]=1[C:4]([NH2:6])=[O:5].[N:15]1[CH:20]=[CH:19][CH:18]=[CH:17][C:16]=1[CH:21]=O.S([O-])(O)=O.[Na+].C1(C)C=CC(S(O)(=O)=O)=CC=1. The catalyst is CN(C)C(=O)C.O. The product is [CH3:14][O:13][C:7]1[CH:8]=[C:9]([O:11][CH3:12])[CH:10]=[C:2]2[C:3]=1[C:4](=[O:5])[NH:6][C:21]([C:16]1[CH:17]=[CH:18][CH:19]=[CH:20][N:15]=1)=[N:1]2. The yield is 0.360. (3) The reactants are [CH2:1]([C:3]1[N:12]=[CH:11][C:10]2[C:5](=[CH:6][CH:7]=[CH:8][CH:9]=2)[N:4]=1)C.C1C(=O)N([Br:20])C(=O)C1.C(OOC(=O)C1C=CC=CC=1)(=O)C1C=CC=CC=1. The catalyst is C(Cl)(Cl)Cl. The product is [Br:20][CH2:1][C:3]1[N:12]=[CH:11][C:10]2[C:5](=[CH:6][CH:7]=[CH:8][CH:9]=2)[N:4]=1. The yield is 0.115. (4) The reactants are [CH3:1][O:2][C:3]1[CH:4]=[C:5]2[C:9](=[CH:10][CH:11]=1)[NH:8][C:7](=[O:12])[C:6]2=[O:13].[H-].[Na+].Br[CH2:17][C:18]([O:20][C:21]([CH3:24])([CH3:23])[CH3:22])=[O:19]. The catalyst is CN(C=O)C. The product is [CH3:1][O:2][C:3]1[CH:4]=[C:5]2[C:9](=[CH:10][CH:11]=1)[N:8]([CH2:17][C:18]([O:20][C:21]([CH3:24])([CH3:23])[CH3:22])=[O:19])[C:7](=[O:12])[C:6]2=[O:13]. The yield is 0.790. (5) The reactants are Br[C:2]1[C:3]2[N:4]([C:8]([CH2:11][C:12]([CH3:17])([N+:14]([O-:16])=[O:15])[CH3:13])=[CH:9][N:10]=2)[CH:5]=[CH:6][CH:7]=1.C(=O)([O-])[O-].[Na+].[Na+].[S:24]1[CH:28]=[CH:27][CH:26]=[C:25]1B(O)O. The catalyst is C1C=CC([P]([Pd]([P](C2C=CC=CC=2)(C2C=CC=CC=2)C2C=CC=CC=2)([P](C2C=CC=CC=2)(C2C=CC=CC=2)C2C=CC=CC=2)[P](C2C=CC=CC=2)(C2C=CC=CC=2)C2C=CC=CC=2)(C2C=CC=CC=2)C2C=CC=CC=2)=CC=1.O1CCOCC1. The product is [CH3:13][C:12]([N+:14]([O-:16])=[O:15])([CH3:17])[CH2:11][C:8]1[N:4]2[CH:5]=[CH:6][CH:7]=[C:2]([C:25]3[S:24][CH:28]=[CH:27][CH:26]=3)[C:3]2=[N:10][CH:9]=1. The yield is 1.00. (6) The reactants are Br[C:2]1[CH:7]=[CH:6][C:5]([Br:8])=[CH:4][N:3]=1.[C:9]([O:13][C:14]([N:16]1[CH2:21][CH2:20][CH:19]([NH2:22])[CH2:18][CH2:17]1)=[O:15])([CH3:12])([CH3:11])[CH3:10].C(N(C(C)C)CC)(C)C. The catalyst is CN1CCCC1=O. The product is [C:9]([O:13][C:14]([N:16]1[CH2:21][CH2:20][CH:19]([NH:22][C:2]2[CH:7]=[CH:6][C:5]([Br:8])=[CH:4][N:3]=2)[CH2:18][CH2:17]1)=[O:15])([CH3:12])([CH3:10])[CH3:11]. The yield is 0.100. (7) The reactants are [F:1][C:2]([F:14])([F:13])[O:3][C:4]1[CH:12]=[CH:11][C:7]([C:8]([OH:10])=O)=[CH:6][CH:5]=1.[NH2:15][C@H:16]1[CH2:21][C:20]2[C:22]([N:26]3[CH2:31][CH2:30][N:29]([CH3:32])[CH2:28][CH2:27]3)=[CH:23][CH:24]=[CH:25][C:19]=2[O:18][CH2:17]1.C(N(CC)CC)C. The catalyst is S(Cl)(Cl)=O.C(Cl)Cl. The product is [CH3:32][N:29]1[CH2:30][CH2:31][N:26]([C:22]2[C:20]3[CH2:21][C@H:16]([NH:15][C:8](=[O:10])[C:7]4[CH:6]=[CH:5][C:4]([O:3][C:2]([F:1])([F:14])[F:13])=[CH:12][CH:11]=4)[CH2:17][O:18][C:19]=3[CH:25]=[CH:24][CH:23]=2)[CH2:27][CH2:28]1. The yield is 0.510.